From a dataset of Full USPTO retrosynthesis dataset with 1.9M reactions from patents (1976-2016). Predict the reactants needed to synthesize the given product. (1) The reactants are: [F:1][C:2]1([F:22])[CH2:7][CH2:6][CH:5]([CH2:8][NH:9][C:10]([C:12]2[C:20]3[C:15](=[CH:16][CH:17]=[CH:18][C:19]=3[Cl:21])[NH:14][CH:13]=2)=[O:11])[CH2:4][CH2:3]1.C(OC([N:30]1[CH2:33][CH2:32][C:31]1([CH2:35]O)[CH3:34])=O)(C)(C)C.C(P(=CC#N)(CCCC)CCCC)CCC.C(O)(C(F)(F)F)=O. Given the product [Cl:21][C:19]1[CH:18]=[CH:17][CH:16]=[C:15]2[C:20]=1[C:12]([C:10]([NH:9][CH2:8][CH:5]1[CH2:6][CH2:7][C:2]([F:1])([F:22])[CH2:3][CH2:4]1)=[O:11])=[CH:13][N:14]2[CH2:34][C:31]1([CH3:35])[CH2:32][CH2:33][NH:30]1, predict the reactants needed to synthesize it. (2) Given the product [CH2:51]([O:50][C:48]([C:47]1[N:46]([CH3:53])[N:45]=[CH:44][C:43]=1[C:16]1[CH:17]=[CH:18][C:13]([C:12]([N:11]([C@@H:29]2[CH2:34][CH2:33][CH2:32][N:31]([C:35]([O:37][C:38]([CH3:39])([CH3:40])[CH3:41])=[O:36])[CH2:30]2)[C:7]2[N:8]=[CH:9][CH:10]=[C:5]3[CH:4]=[CH:3][N:2]([CH3:1])[C:6]=23)=[O:28])=[CH:14][CH:15]=1)=[O:49])[CH3:52], predict the reactants needed to synthesize it. The reactants are: [CH3:1][N:2]1[C:6]2=[C:7]([N:11]([C@@H:29]3[CH2:34][CH2:33][CH2:32][N:31]([C:35]([O:37][C:38]([CH3:41])([CH3:40])[CH3:39])=[O:36])[CH2:30]3)[C:12](=[O:28])[C:13]3[CH:18]=[CH:17][C:16](B4OC(C)(C)C(C)(C)O4)=[CH:15][CH:14]=3)[N:8]=[CH:9][CH:10]=[C:5]2[CH:4]=[CH:3]1.Br[C:43]1[CH:44]=[N:45][N:46]([CH3:53])[C:47]=1[C:48]([O:50][CH2:51][CH3:52])=[O:49].C([O-])([O-])=O.[Cs+].[Cs+]. (3) Given the product [F:38][C:2]([F:1])([F:37])[C:3]1[CH:4]=[C:5]([C@H:13]2[O:17][C:16](=[O:18])[N:15]([CH2:19][C:20]3[CH:25]=[C:24]([C:26]([F:27])([F:28])[F:29])[CH:23]=[CH:22][C:21]=3[CH2:30][N:31]([CH:32]3[CH2:35][CH2:34][CH2:33]3)[CH2:39][CH3:40])[C@H:14]2[CH3:36])[CH:6]=[C:7]([C:9]([F:11])([F:10])[F:12])[CH:8]=1, predict the reactants needed to synthesize it. The reactants are: [F:1][C:2]([F:38])([F:37])[C:3]1[CH:4]=[C:5]([C@H:13]2[O:17][C:16](=[O:18])[N:15]([CH2:19][C:20]3[CH:25]=[C:24]([C:26]([F:29])([F:28])[F:27])[CH:23]=[CH:22][C:21]=3[CH2:30][NH:31][CH:32]3[CH2:35][CH2:34][CH2:33]3)[C@H:14]2[CH3:36])[CH:6]=[C:7]([C:9]([F:12])([F:11])[F:10])[CH:8]=1.[CH:39](=O)[CH3:40].[BH-](OC(C)=O)(OC(C)=O)OC(C)=O.[Na+]. (4) Given the product [Cl:1][C:2]1[CH:3]=[C:4]2[C:10]([C:11]3[N:16]=[C:15]([NH:64][C@H:59]4[CH2:58][CH2:57][CH2:56][C@@H:61]([NH:68][C:49]([CH:45]5[O:46][CH2:47][CH2:48][NH:43][CH2:44]5)=[O:51])[CH2:60]4)[C:14]([F:25])=[CH:13][N:12]=3)=[CH:9][NH:8][C:5]2=[N:6][CH:7]=1, predict the reactants needed to synthesize it. The reactants are: [Cl:1][C:2]1[CH:3]=[C:4]2[C:10]([C:11]3[N:16]=[C:15](C4(N)CCCC(N)C4)[C:14]([F:25])=[CH:13][N:12]=3)=[CH:9][N:8](S(C3C=CC(C)=CC=3)(=O)=O)[C:5]2=[N:6][CH:7]=1.C(OC([N:43]1[CH2:48][CH2:47][O:46][CH:45]([C:49]([OH:51])=O)[CH2:44]1)=O)(C)(C)C.C(Cl)CCl.[CH:56]1[CH:57]=[CH:58][C:59]2[N:64](O)N=N[C:60]=2[CH:61]=1.CC[N:68](C(C)C)C(C)C.[OH-].[Li+]. (5) The reactants are: [CH3:1][C:2]([Si:5](Cl)([CH3:7])[CH3:6])([CH3:4])[CH3:3].N1C=CN=C1.[Br:14][CH2:15][C@@H:16]([C:18]1[CH:23]=[CH:22][C:21]([O:24][CH2:25][C:26]2[CH:31]=[CH:30][CH:29]=[CH:28][CH:27]=2)=[C:20]([NH:32][CH:33]=[O:34])[CH:19]=1)[OH:17]. Given the product [Br:14][CH2:15][C@H:16]([O:17][Si:5]([C:2]([CH3:4])([CH3:3])[CH3:1])([CH3:7])[CH3:6])[C:18]1[CH:23]=[CH:22][C:21]([O:24][CH2:25][C:26]2[CH:31]=[CH:30][CH:29]=[CH:28][CH:27]=2)=[C:20]([NH:32][CH:33]=[O:34])[CH:19]=1, predict the reactants needed to synthesize it.